Task: Predict the reaction yield, written as a fraction of the theoretical maximum amount of product (1.0 means a 100% yield; for example, 0.34 means a 34% yield).. Dataset: Reaction yield outcomes from USPTO patents with 853,638 reactions (1) The reactants are Cl[CH2:2][C:3]1[N:8]=[C:7]([C:9]([NH:11][C:12]2[CH:17]=[CH:16][C:15]([N:18]3[CH2:23][CH2:22][CH2:21][CH2:20][CH2:19]3)=[CH:14][C:13]=2[C:24]2[CH:29]=[C:28]([C:30](=[O:43])[NH:31][CH2:32][C:33]3[CH:38]=[CH:37][CH:36]=[C:35]([C:39]([F:42])([F:41])[F:40])[CH:34]=3)[CH:27]=[CH:26][N:25]=2)=[O:10])[CH:6]=[CH:5][CH:4]=1.[N:44]1([C:50](=[O:52])[CH3:51])[CH2:49][CH2:48][NH:47][CH2:46][CH2:45]1.C(=O)([O-])[O-].[K+].[K+].[I-].[K+]. The catalyst is CN(C)C=O. The product is [C:50]([N:44]1[CH2:49][CH2:48][N:47]([CH2:2][C:3]2[N:8]=[C:7]([C:9]([NH:11][C:12]3[CH:17]=[CH:16][C:15]([N:18]4[CH2:23][CH2:22][CH2:21][CH2:20][CH2:19]4)=[CH:14][C:13]=3[C:24]3[CH:29]=[C:28]([C:30](=[O:43])[NH:31][CH2:32][C:33]4[CH:38]=[CH:37][CH:36]=[C:35]([C:39]([F:42])([F:41])[F:40])[CH:34]=4)[CH:27]=[CH:26][N:25]=3)=[O:10])[CH:6]=[CH:5][CH:4]=2)[CH2:46][CH2:45]1)(=[O:52])[CH3:51]. The yield is 0.560. (2) The reactants are [Cl-].O[NH3+:3].[C:4](=[O:7])([O-])[OH:5].[Na+].CS(C)=O.[CH2:13]([C:17]1[N:18]=[C:19]([CH2:48][CH2:49][CH3:50])[N:20]([C:39]2[CH:40]=[CH:41][C:42]3[O:46][CH2:45][CH2:44][C:43]=3[CH:47]=2)[C:21](=[O:38])[C:22]=1[CH2:23][C:24]1[CH:29]=[CH:28][C:27]([C:30]2[C:31]([C:36]#[N:37])=[CH:32][CH:33]=[CH:34][CH:35]=2)=[CH:26][CH:25]=1)[CH2:14][CH2:15][CH3:16]. The catalyst is C(OCC)(=O)C. The product is [CH2:13]([C:17]1[N:18]=[C:19]([CH2:48][CH2:49][CH3:50])[N:20]([C:39]2[CH:40]=[CH:41][C:42]3[O:46][CH2:45][CH2:44][C:43]=3[CH:47]=2)[C:21](=[O:38])[C:22]=1[CH2:23][C:24]1[CH:25]=[CH:26][C:27]([C:30]2[CH:35]=[CH:34][CH:33]=[CH:32][C:31]=2[C:36]2[NH:3][C:4](=[O:7])[O:5][N:37]=2)=[CH:28][CH:29]=1)[CH2:14][CH2:15][CH3:16]. The yield is 0.920. (3) The reactants are [NH2:1][C:2]1[C:3]2[C:13]([O:14][CH2:15][C:16]([NH:19][C:20](=[O:28])[C:21]3[CH:26]=[CH:25][N:24]=[C:23](Br)[CH:22]=3)([CH3:18])[CH3:17])=[CH:12][CH:11]=[CH:10][C:4]=2[NH:5][S:6](=[O:9])(=[O:8])[N:7]=1. The catalyst is N1CCCCC1. The product is [NH2:1][C:2]1[C:3]2[C:13]([O:14][CH2:15][C:16]([NH:19][C:20](=[O:28])[C:21]3[CH:26]=[CH:25][N:24]=[C:23]([N:24]4[CH2:25][CH2:26][CH2:21][CH2:22][CH2:23]4)[CH:22]=3)([CH3:18])[CH3:17])=[CH:12][CH:11]=[CH:10][C:4]=2[NH:5][S:6](=[O:9])(=[O:8])[N:7]=1. The yield is 0.610.